This data is from Catalyst prediction with 721,799 reactions and 888 catalyst types from USPTO. The task is: Predict which catalyst facilitates the given reaction. (1) Reactant: [CH3:1][C:2]1[C:6]([CH:7]=[O:8])=[CH:5][NH:4][N:3]=1.C(=O)([O-])[O-].[K+].[K+].F[C:16]1[C:23]([F:24])=[CH:22][CH:21]=[CH:20][C:17]=1[C:18]#[N:19].CN(C)C=O. Product: [F:24][C:23]1[C:16]([N:4]2[CH:5]=[C:6]([CH:7]=[O:8])[C:2]([CH3:1])=[N:3]2)=[C:17]([CH:20]=[CH:21][CH:22]=1)[C:18]#[N:19]. The catalyst class is: 6. (2) The catalyst class is: 499. Product: [CH:10]([O:9][C:8]1[CH:7]=[CH:6][C:5]([C:13]2[O:17][N:16]=[C:15]([C:18]3[CH:26]=[CH:25][CH:24]=[C:23]4[C:19]=3[CH2:20][CH2:21][C@H:22]4[N:27]3[CH2:35][CH2:36][O:37][C:28]3=[O:29])[N:14]=2)=[CH:4][C:3]=1[C:1]#[N:2])([CH3:12])[CH3:11]. Reactant: [C:1]([C:3]1[CH:4]=[C:5]([C:13]2[O:17][N:16]=[C:15]([C:18]3[CH:26]=[CH:25][CH:24]=[C:23]4[C:19]=3[CH2:20][CH2:21][C@H:22]4[N:27]([CH2:35][CH2:36][OH:37])[C:28](=O)[O:29]C(C)(C)C)[N:14]=2)[CH:6]=[CH:7][C:8]=1[O:9][CH:10]([CH3:12])[CH3:11])#[N:2].[H-].[Na+]. (3) Reactant: [C:1]([O:5][C:6](=[O:21])[NH:7][CH2:8][CH:9]([OH:20])[CH2:10][C:11]([C:13]1[CH:18]=[CH:17][CH:16]=[CH:15][C:14]=1[Cl:19])=[O:12])([CH3:4])([CH3:3])[CH3:2].N1C=CN=C1.FC(F)(F)C1CCC(C(C)C)C(S(O[Si:42]([C:45]([CH3:48])([CH3:47])[CH3:46])([CH3:44])[CH3:43])(=O)=O)C1. Product: [C:1]([O:5][C:6](=[O:21])[NH:7][CH2:8][CH:9]([O:20][Si:42]([C:45]([CH3:48])([CH3:47])[CH3:46])([CH3:44])[CH3:43])[CH2:10][C:11]([C:13]1[CH:18]=[CH:17][CH:16]=[CH:15][C:14]=1[Cl:19])=[O:12])([CH3:4])([CH3:2])[CH3:3]. The catalyst class is: 317. (4) Reactant: [CH3:1][N:2]1[C:10]2[C:5](=[CH:6][C:7]([CH2:11][N:12]3[CH:16]=[C:15]([C:17]([O:19]CC)=[O:18])[CH:14]=[N:13]3)=[CH:8][CH:9]=2)[CH:4]=[C:3]1[CH3:22].[OH-].[Na+].Cl. Product: [CH3:1][N:2]1[C:10]2[C:5](=[CH:6][C:7]([CH2:11][N:12]3[CH:16]=[C:15]([C:17]([OH:19])=[O:18])[CH:14]=[N:13]3)=[CH:8][CH:9]=2)[CH:4]=[C:3]1[CH3:22]. The catalyst class is: 12. (5) Reactant: [CH2:1]([O:4][C:5]1[C:12]([O:13][CH3:14])=[C:11]([N+:15]([O-:17])=[O:16])[CH:10]=[CH:9][C:6]=1[CH:7]=[O:8])[CH:2]=[CH2:3].CC(=CC)C.[O-:23]Cl=O.[Na+]. Product: [CH2:1]([O:4][C:5]1[C:12]([O:13][CH3:14])=[C:11]([N+:15]([O-:17])=[O:16])[CH:10]=[CH:9][C:6]=1[C:7]([OH:23])=[O:8])[CH:2]=[CH2:3]. The catalyst class is: 218. (6) Reactant: [F:1][C:2]1[CH:43]=[CH:42][CH:41]=[CH:40][C:3]=1[CH2:4][N:5]1[C:9](=[O:10])[N:8]([CH2:11][C:12]2[CH:17]=[CH:16][C:15]([CH3:18])=[CH:14][CH:13]=2)[N:7]=[C:6]1[CH2:19][O:20]C(C1C=CC=CC=1)(C1C=CC=CC=1)C1C=CC=CC=1.C(O)(C(F)(F)F)=O. Product: [F:1][C:2]1[CH:43]=[CH:42][CH:41]=[CH:40][C:3]=1[CH2:4][N:5]1[C:9](=[O:10])[N:8]([CH2:11][C:12]2[CH:17]=[CH:16][C:15]([CH3:18])=[CH:14][CH:13]=2)[N:7]=[C:6]1[CH2:19][OH:20]. The catalyst class is: 4. (7) Reactant: [CH2:1]1[C:7]2[CH:8]=[CH:9][C:10]([O:12][C:13]3[N:18]=[CH:17][C:16]([N:19]4[CH2:23][CH2:22][CH2:21][C:20]4=[O:24])=[CH:15][CH:14]=3)=[CH:11][C:6]=2[CH2:5][CH2:4][NH:3][CH2:2]1.[CH3:25][C:26]([CH3:28])=O.C(O)(=O)C. Product: [CH3:25][CH:26]([N:3]1[CH2:2][CH2:1][C:7]2[CH:8]=[CH:9][C:10]([O:12][C:13]3[N:18]=[CH:17][C:16]([N:19]4[CH2:23][CH2:22][CH2:21][C:20]4=[O:24])=[CH:15][CH:14]=3)=[CH:11][C:6]=2[CH2:5][CH2:4]1)[CH3:28]. The catalyst class is: 4.